Task: Predict which catalyst facilitates the given reaction.. Dataset: Catalyst prediction with 721,799 reactions and 888 catalyst types from USPTO (1) Reactant: F[C:2]1[C:7]([C:8]2[N:13]=[C:12]([CH3:14])[N:11]=[C:10]([N:15]([CH2:25][C:26]3[CH:31]=[CH:30][C:29]([O:32][CH3:33])=[CH:28][CH:27]=3)[CH2:16][C:17]3[CH:22]=[CH:21][C:20]([O:23][CH3:24])=[CH:19][CH:18]=3)[N:9]=2)=[CH:6][C:5]([CH2:34][N:35]2[CH2:40][CH2:39][N:38]([S:41]([CH3:44])(=[O:43])=[O:42])[CH2:37][CH2:36]2)=[CH:4][N:3]=1.[O:45]1[C:49]2[CH:50]=[CH:51][C:52]([NH2:54])=[CH:53][C:48]=2[N:47]=[CH:46]1.C[Si]([N-][Si](C)(C)C)(C)C.[Li+]. Product: [CH3:24][O:23][C:20]1[CH:21]=[CH:22][C:17]([CH2:16][N:15]([CH2:25][C:26]2[CH:31]=[CH:30][C:29]([O:32][CH3:33])=[CH:28][CH:27]=2)[C:10]2[N:11]=[C:12]([CH3:14])[N:13]=[C:8]([C:7]3[C:2]([NH:54][C:52]4[CH:51]=[CH:50][C:49]5[O:45][CH:46]=[N:47][C:48]=5[CH:53]=4)=[N:3][CH:4]=[C:5]([CH2:34][N:35]4[CH2:40][CH2:39][N:38]([S:41]([CH3:44])(=[O:43])=[O:42])[CH2:37][CH2:36]4)[CH:6]=3)[N:9]=2)=[CH:18][CH:19]=1. The catalyst class is: 20. (2) Reactant: [Cl:1][C:2]1[CH:3]=[C:4]([C@@H:12]([CH2:22][CH:23]2[CH2:27][CH2:26][CH2:25][CH2:24]2)[C:13]([NH:15][C:16]2[CH:20]=[CH:19][N:18]([CH3:21])[N:17]=2)=[O:14])[CH:5]=[CH:6][C:7]=1[S:8]([CH3:11])(=[O:10])=[O:9].C(Cl)(=O)C(Cl)=O.N1C(C)=CC=CC=1C.[CH3:42][O:43][C:44]1[CH:56]=[CH:55][C:47](CN2C=CC(N)=N2)=[CH:46][CH:45]=1. Product: [Cl:1][C:2]1[CH:3]=[C:4]([C@@H:12]([CH2:22][CH:23]2[CH2:24][CH2:25][CH2:26][CH2:27]2)[C:13]([NH:15][C:16]2[CH:20]=[CH:19][N:18]([CH2:21][C:47]3[CH:55]=[CH:56][C:44]([O:43][CH3:42])=[CH:45][CH:46]=3)[N:17]=2)=[O:14])[CH:5]=[CH:6][C:7]=1[S:8]([CH3:11])(=[O:10])=[O:9]. The catalyst class is: 2.